From a dataset of Reaction yield outcomes from USPTO patents with 853,638 reactions. Predict the reaction yield, written as a fraction of the theoretical maximum amount of product (1.0 means a 100% yield; for example, 0.34 means a 34% yield). (1) The reactants are [F:1][C:2]([F:6])([F:5])[CH2:3][OH:4].[CH3:7][C:8]1[CH:13]=[CH:12][C:11]([S:14](Cl)(=[O:16])=[O:15])=[CH:10][CH:9]=1.C(N(CC)CC)C.O. The catalyst is C(Cl)Cl. The product is [CH3:7][C:8]1[CH:13]=[CH:12][C:11]([S:14]([O:4][CH2:3][C:2]([F:6])([F:5])[F:1])(=[O:16])=[O:15])=[CH:10][CH:9]=1. The yield is 0.787. (2) The reactants are [F:1][C:2]([F:37])([F:36])[C:3]1[CH:4]=[C:5]([C:13]2([C:22]3[CH:27]=[C:26]([C:28]([F:31])([F:30])[F:29])[CH:25]=[C:24]([C:32]([F:35])([F:34])[F:33])[CH:23]=3)[O:17]C(=O)[N:15]3[CH2:19][CH2:20][CH2:21][C@H:14]23)[CH:6]=[C:7]([C:9]([F:12])([F:11])[F:10])[CH:8]=1.CO.[OH-].[K+]. No catalyst specified. The product is [F:11][C:9]([F:10])([F:12])[C:7]1[CH:6]=[C:5]([C:13]([C:22]2[CH:27]=[C:26]([C:28]([F:29])([F:30])[F:31])[CH:25]=[C:24]([C:32]([F:35])([F:34])[F:33])[CH:23]=2)([C@H:14]2[CH2:21][CH2:20][CH2:19][NH:15]2)[OH:17])[CH:4]=[C:3]([C:2]([F:37])([F:36])[F:1])[CH:8]=1. The yield is 0.790. (3) The catalyst is C(Cl)(Cl)Cl. The reactants are [CH3:1][O:2][C:3]1[CH:4]=[C:5]2[C:10](=[CH:11][C:12]=1[O:13][CH3:14])[N:9]=[CH:8][CH:7]=[C:6]2[O:15][C:16]1[C:22]([CH3:23])=[CH:21][C:19]([NH2:20])=[C:18]([CH3:24])[CH:17]=1.[CH3:25][O:26][C:27]1[CH:32]=[CH:31][C:30]([N:33]=[C:34]=[O:35])=[CH:29][CH:28]=1. The product is [CH3:1][O:2][C:3]1[CH:4]=[C:5]2[C:10](=[CH:11][C:12]=1[O:13][CH3:14])[N:9]=[CH:8][CH:7]=[C:6]2[O:15][C:16]1[C:22]([CH3:23])=[CH:21][C:19]([NH:20][C:34]([NH:33][C:30]2[CH:31]=[CH:32][C:27]([O:26][CH3:25])=[CH:28][CH:29]=2)=[O:35])=[C:18]([CH3:24])[CH:17]=1. The yield is 0.740. (4) The reactants are C(O[C:5](=[O:7])[CH3:6])(=O)C.[I:8][C:9]1[C:17]2[C:12](=[N:13][CH:14]=[C:15]([NH2:18])[CH:16]=2)[N:11]([CH3:19])[N:10]=1.N1C=CC=CC=1. The catalyst is ClCCl. The product is [I:8][C:9]1[C:17]2[C:12](=[N:13][CH:14]=[C:15]([NH:18][C:5](=[O:7])[CH3:6])[CH:16]=2)[N:11]([CH3:19])[N:10]=1. The yield is 0.960.